Dataset: Forward reaction prediction with 1.9M reactions from USPTO patents (1976-2016). Task: Predict the product of the given reaction. Given the reactants Cl.[NH2:2][C@@H:3]([CH2:11][CH:12]([CH3:14])[CH3:13])[C:4]([O:6][C:7]([CH3:10])([CH3:9])[CH3:8])=[O:5].C(N(CC)CC)C.[Cl:22][CH2:23][CH2:24][CH2:25][S:26](Cl)(=[O:28])=[O:27], predict the reaction product. The product is: [Cl:22][CH2:23][CH2:24][CH2:25][S:26]([NH:2][C@@H:3]([CH2:11][CH:12]([CH3:14])[CH3:13])[C:4]([O:6][C:7]([CH3:8])([CH3:9])[CH3:10])=[O:5])(=[O:28])=[O:27].